Predict the product of the given reaction. From a dataset of Forward reaction prediction with 1.9M reactions from USPTO patents (1976-2016). Given the reactants C(=O)([O-])[O-].[Na+].[Na+].[Si]([O:14][C:15]1[CH:16]=[C:17]2[C:22](=[CH:23][CH:24]=1)[CH:21]=[C:20](B(O)O)[CH:19]=[CH:18]2)(C(C)(C)C)(C)C.I[C:29]1[CH:34]=[CH:33][C:32]([N+:35]([O-:37])=[O:36])=[CH:31][CH:30]=1, predict the reaction product. The product is: [N+:35]([C:32]1[CH:33]=[CH:34][C:29]([C:20]2[CH:21]=[C:22]3[C:17](=[CH:18][CH:19]=2)[CH:16]=[C:15]([OH:14])[CH:24]=[CH:23]3)=[CH:30][CH:31]=1)([O-:37])=[O:36].